From a dataset of Full USPTO retrosynthesis dataset with 1.9M reactions from patents (1976-2016). Predict the reactants needed to synthesize the given product. (1) Given the product [CH:14]1([C:12]([C:6]2[CH:7]=[N:8][C:9]3[C:4]([C:5]=2[N:17]2[CH2:18][CH2:19][CH:20]([CH2:23][N:24]4[CH2:25][CH2:26][CH2:27][CH2:28]4)[CH2:21][CH2:22]2)=[CH:3][C:2]([C:37]2[CH:42]=[CH:41][C:40]([OH:43])=[C:39]([O:44][C:45]([F:46])([F:48])[F:47])[CH:38]=2)=[CH:11][CH:10]=3)=[O:13])[CH2:16][CH2:15]1, predict the reactants needed to synthesize it. The reactants are: Br[C:2]1[CH:3]=[C:4]2[C:9](=[CH:10][CH:11]=1)[N:8]=[CH:7][C:6]([C:12]([CH:14]1[CH2:16][CH2:15]1)=[O:13])=[C:5]2[N:17]1[CH2:22][CH2:21][CH:20]([CH2:23][N:24]2[CH2:28][CH2:27][CH2:26][CH2:25]2)[CH2:19][CH2:18]1.CC1(C)C(C)(C)OB([C:37]2[CH:42]=[CH:41][C:40]([OH:43])=[C:39]([O:44][C:45]([F:48])([F:47])[F:46])[CH:38]=2)O1. (2) Given the product [CH:5]1([CH2:8][NH:9][C:10](=[O:32])[CH2:11][C@@H:12]2[CH2:23][CH:22]=[CH:21][CH2:20][CH2:19][C:18](=[O:24])[O:17][C@H:16]([C:25]3[CH:26]=[CH:27][CH:28]=[CH:29][CH:30]=3)[CH2:15][NH:14][C:13]2=[O:31])[CH2:4][CH2:3][CH2:2][CH2:33][CH2:6]1, predict the reactants needed to synthesize it. The reactants are: Cl[C:2]1N=[CH:6][C:5]([CH2:8][NH:9][C:10](=[O:32])[CH2:11][C@@H:12]2[CH2:23][CH:22]=[CH:21][CH2:20][CH2:19][C:18](=[O:24])[O:17][C@H:16]([C:25]3[CH:30]=[CH:29][CH:28]=[CH:27][CH:26]=3)[CH2:15][NH:14][C:13]2=[O:31])=[CH:4][CH:3]=1.[CH:33]1(CN)CCCCC1. (3) Given the product [F:22][C:14]1([CH2:13][C:37]([C:36]2[CH:35]=[CH:39][CH:4]=[CH:3][CH:2]=2)=[O:38])[CH:19]=[CH:18][N:17]=[C:16]([S:20][CH3:21])[NH:15]1, predict the reactants needed to synthesize it. The reactants are: [Li][CH2:2][CH2:3][CH2:4]C.C(NC(C)C)(C)C.[CH3:13][C:14]1[CH:19]=[CH:18][N:17]=[C:16]([S:20][CH3:21])[N:15]=1.[F:22]C1C=CC(C(N(OC)C)=O)=CC=1.[CH2:35]1[CH2:39][O:38][CH2:37][CH2:36]1.